This data is from Full USPTO retrosynthesis dataset with 1.9M reactions from patents (1976-2016). The task is: Predict the reactants needed to synthesize the given product. Given the product [C:8]1([S:7]([C:1]2[CH:2]=[CH:3][CH:4]=[CH:5][CH:6]=2)=[O:18])[CH:9]=[CH:10][CH:11]=[CH:12][CH:13]=1.[C:8]1([S:7]([C:1]2[CH:2]=[CH:3][CH:4]=[CH:5][CH:6]=2)(=[O:18])=[O:23])[CH:9]=[CH:10][CH:11]=[CH:12][CH:13]=1, predict the reactants needed to synthesize it. The reactants are: [C:1]1([S:7][C:8]2[CH:13]=[CH:12][CH:11]=[CH:10][CH:9]=2)[CH:6]=[CH:5][CH:4]=[CH:3][CH:2]=1.Cl[O-].[Na+].S([O-])([O-])=[O:18].[Na+].[Na+].[OH2:23].